Dataset: Full USPTO retrosynthesis dataset with 1.9M reactions from patents (1976-2016). Task: Predict the reactants needed to synthesize the given product. (1) Given the product [Cl:32][C:33]1[CH:34]=[CH:35][C:36]([C:39]([NH:41][C:2]2[CH:3]=[CH:4][C:5]([F:31])=[C:6]([C@:8]3([CH3:30])[CH2:13][C@@H:12]([C:14]([F:17])([F:16])[F:15])[O:11][C:10]([NH:18][C:19](=[O:29])[C:20]4[CH:25]=[CH:24][C:23]([N+:26]([O-:28])=[O:27])=[CH:22][CH:21]=4)=[N:9]3)[N:7]=2)=[O:40])=[N:37][CH:38]=1, predict the reactants needed to synthesize it. The reactants are: Br[C:2]1[N:7]=[C:6]([C@:8]2([CH3:30])[CH2:13][C@@H:12]([C:14]([F:17])([F:16])[F:15])[O:11][C:10]([NH:18][C:19](=[O:29])[C:20]3[CH:25]=[CH:24][C:23]([N+:26]([O-:28])=[O:27])=[CH:22][CH:21]=3)=[N:9]2)[C:5]([F:31])=[CH:4][CH:3]=1.[Cl:32][C:33]1[CH:34]=[CH:35][C:36]([C:39]([NH2:41])=[O:40])=[N:37][CH:38]=1.C(=O)([O-])[O-].[Cs+].[Cs+].CC1(C)C2C=CC=C(P(C3C=CC=CC=3)C3C=CC=CC=3)C=2OC2C1=CC=CC=2P(C1C=CC=CC=1)C1C=CC=CC=1. (2) Given the product [C:26]([C:23]1[CH:24]=[CH:25][C:20]([NH:19][C:17]([N:8]2[C:9]3[C:4](=[CH:3][C:2]([CH:28]4[CH2:30][CH2:29]4)=[C:11]([CH:12]([O:15][CH3:16])[O:13][CH3:14])[N:10]=3)[CH2:5][CH2:6][CH2:7]2)=[O:18])=[N:21][CH:22]=1)#[N:27], predict the reactants needed to synthesize it. The reactants are: Br[C:2]1[CH:3]=[C:4]2[C:9](=[N:10][C:11]=1[CH:12]([O:15][CH3:16])[O:13][CH3:14])[N:8]([C:17]([NH:19][C:20]1[CH:25]=[CH:24][C:23]([C:26]#[N:27])=[CH:22][N:21]=1)=[O:18])[CH2:7][CH2:6][CH2:5]2.[CH:28]1(B(O)O)[CH2:30][CH2:29]1.C1(P(C2CCCCC2)C2CCCCC2)CCCCC1.[O-]P([O-])([O-])=O.[K+].[K+].[K+]. (3) Given the product [F:1][C:2]1[CH:7]=[CH:6][CH:5]=[CH:4][C:3]=1[C:8]1[CH:9]=[CH:10][C:11]([C:20](=[O:21])[CH2:19][CH2:18][C:14]([O:16][CH3:17])=[O:15])=[CH:12][CH:13]=1, predict the reactants needed to synthesize it. The reactants are: [F:1][C:2]1[CH:7]=[CH:6][CH:5]=[CH:4][C:3]=1[C:8]1[CH:13]=[CH:12][CH:11]=[CH:10][CH:9]=1.[C:14]([CH2:18][CH2:19][C:20](Cl)=[O:21])([O:16][CH3:17])=[O:15].[Cl-].[Al+3].[Cl-].[Cl-]. (4) Given the product [Cl:38][C:24]1[C:25]([NH:27][C@@H:28]2[C@@H:33]3[CH2:34][C@@H:30]([CH:31]=[CH:32]3)[C@@H:29]2[C:35]([NH2:37])=[O:36])=[N:26][C:21]([NH:19][C:4]2[CH:5]=[CH:6][C:7]3[CH2:13][CH2:12][CH:11]([NH:14][CH2:15][CH2:16][O:17][CH3:18])[CH2:10][CH2:9][C:8]=3[C:3]=2[O:2][CH3:1])=[N:22][CH:23]=1, predict the reactants needed to synthesize it. The reactants are: [CH3:1][O:2][C:3]1[C:8]2[CH2:9][CH2:10][CH:11]([NH:14][CH2:15][CH2:16][O:17][CH3:18])[CH2:12][CH2:13][C:7]=2[CH:6]=[CH:5][C:4]=1[NH2:19].Cl[C:21]1[N:26]=[C:25]([NH:27][C@@H:28]2[C@@H:33]3[CH2:34][C@@H:30]([CH:31]=[CH:32]3)[C@@H:29]2[C:35]([NH2:37])=[O:36])[C:24]([Cl:38])=[CH:23][N:22]=1.Cl.O1CCOCC1.C(=O)(O)[O-].[Na+].